Task: Predict the reactants needed to synthesize the given product.. Dataset: Full USPTO retrosynthesis dataset with 1.9M reactions from patents (1976-2016) Given the product [N+:1]([C:4]1[CH:13]=[C:12]2[C:7]([CH:8]=[CH:9][N:10]([CH2:29][CH2:30][CH2:31][N:32]3[CH2:36][CH2:35][O:34][C:33]3=[O:37])[C:11]2=[O:14])=[CH:6][C:5]=1[N:15]1[CH2:16][CH2:17][N:18]([C:21]2[CH:26]=[CH:25][CH:24]=[CH:23][C:22]=2[CH3:27])[CH2:19][CH2:20]1)([O-:3])=[O:2], predict the reactants needed to synthesize it. The reactants are: [N+:1]([C:4]1[CH:13]=[C:12]2[C:7]([CH:8]=[CH:9][NH:10][C:11]2=[O:14])=[CH:6][C:5]=1[N:15]1[CH2:20][CH2:19][N:18]([C:21]2[CH:26]=[CH:25][CH:24]=[CH:23][C:22]=2[CH3:27])[CH2:17][CH2:16]1)([O-:3])=[O:2].Br[CH2:29][CH2:30][CH2:31][N:32]1[CH2:36][CH2:35][O:34][C:33]1=[O:37].C[Si]([N-][Si](C)(C)C)(C)C.[K+].